From a dataset of Forward reaction prediction with 1.9M reactions from USPTO patents (1976-2016). Predict the product of the given reaction. (1) Given the reactants [NH2:1][CH2:2][CH2:3][CH:4]([N:6]1[CH2:11][CH2:10][CH:9]([N:12]([CH2:24][C:25]2[CH:30]=[CH:29][CH:28]=[C:27]([C:31]#[N:32])[CH:26]=2)[C:13]2[CH:18]=[CH:17][C:16]([S:19]([NH:22][CH3:23])(=[O:21])=[O:20])=[CH:15][CH:14]=2)[CH2:8][CH2:7]1)[CH3:5].[CH3:33][C:34]1[C:39]([C:40](O)=[O:41])=[C:38]([CH3:43])[N:37]=[CH:36][N:35]=1, predict the reaction product. The product is: [C:31]([C:27]1[CH:26]=[C:25]([CH:30]=[CH:29][CH:28]=1)[CH2:24][N:12]([C:13]1[CH:14]=[CH:15][C:16]([S:19](=[O:21])(=[O:20])[NH:22][CH3:23])=[CH:17][CH:18]=1)[CH:9]1[CH2:10][CH2:11][N:6]([CH:4]([CH3:5])[CH2:3][CH2:2][NH:1][C:40]([C:39]2[C:34]([CH3:33])=[N:35][CH:36]=[N:37][C:38]=2[CH3:43])=[O:41])[CH2:7][CH2:8]1)#[N:32]. (2) The product is: [C:1]([O:19][CH2:18][C:17]([CH3:21])([CH3:20])[CH2:16][N:15]1[C:9]2[CH:8]=[CH:7][C:6]([Cl:5])=[CH:51][C:10]=2[C@@H:11]([C:41]2[CH:46]=[CH:45][CH:44]=[C:43]([O:47][CH3:48])[C:42]=2[O:49][CH3:50])[O:12][C@H:13]([CH2:23][C:24]([NH:26][C:27]2[CH:28]=[C:29]([CH2:36][CH2:37][C:38]([OH:40])=[O:39])[CH:30]=[CH:31][C:32]=2[O:33][CH2:34][CH3:35])=[O:25])[C:14]1=[O:22])(=[O:3])[CH3:2]. Given the reactants [C:1](Cl)(=[O:3])[CH3:2].[Cl:5][C:6]1[CH:7]=[CH:8][C:9]2[N:15]([CH2:16][C:17]([CH3:21])([CH3:20])[CH2:18][OH:19])[C:14](=[O:22])[C@@H:13]([CH2:23][C:24]([NH:26][C:27]3[CH:28]=[C:29]([CH2:36][CH2:37][C:38]([OH:40])=[O:39])[CH:30]=[CH:31][C:32]=3[O:33][CH2:34][CH3:35])=[O:25])[O:12][C@H:11]([C:41]3[CH:46]=[CH:45][CH:44]=[C:43]([O:47][CH3:48])[C:42]=3[O:49][CH3:50])[C:10]=2[CH:51]=1.N1C=CC=CC=1.C(OCC)(=O)C, predict the reaction product. (3) Given the reactants C(O[C:6]([N:8]1[CH2:12][C:11](=[N:13][O:14][CH2:15][CH3:16])[CH2:10][C@H:9]1[C:17]([OH:19])=O)=[O:7])(C)(C)C.[N:20]([C:23]1[CH:28]=[CH:27][CH:26]=[C:25]([CH3:29])[CH:24]=1)=C=O.[CH2:30]([N:32]1[C:44]2[CH:43]=[CH:42][C:41]([NH2:45])=[CH:40][C:39]=2[C:38]2[C:33]1=[CH:34][CH:35]=[CH:36][CH:37]=2)[CH3:31], predict the reaction product. The product is: [CH2:15]([O:14][N:13]=[C:11]1[CH2:12][N:8]([C:6]([NH:20][C:23]2[CH:28]=[CH:27][CH:26]=[C:25]([CH3:29])[CH:24]=2)=[O:7])[C@H:9]([C:17]([NH:45][C:41]2[CH:42]=[CH:43][C:44]3[N:32]([CH2:30][CH3:31])[C:33]4[C:38]([C:39]=3[CH:40]=2)=[CH:37][CH:36]=[CH:35][CH:34]=4)=[O:19])[CH2:10]1)[CH3:16]. (4) Given the reactants N1C2C(=C([N:10]3[CH2:15][CH2:14][N:13]([C:16]([CH:18]4[CH2:27][CH2:26][C:25]5[C:20](=[CH:21][CH:22]=[CH:23][CH:24]=5)[NH:19]4)=[O:17])[CH2:12][CH2:11]3)C=CC=2)C=C1.[C:28]1(N2CCNCC2)[C:37]2[C:32](=[CH:33][CH:34]=[CH:35][CH:36]=2)[CH:31]=[CH:30][N:29]=1, predict the reaction product. The product is: [C:28]1([N:10]2[CH2:15][CH2:14][N:13]([C:16]([CH:18]3[CH2:27][CH2:26][C:25]4[C:20](=[CH:21][CH:22]=[CH:23][CH:24]=4)[NH:19]3)=[O:17])[CH2:12][CH2:11]2)[C:37]2[C:32](=[CH:33][CH:34]=[CH:35][CH:36]=2)[CH:31]=[CH:30][N:29]=1. (5) Given the reactants C1(C)C=CC=CC=1.[CH2:8]([C:12]1[CH:18]=[CH:17][C:15]([NH2:16])=[CH:14][CH:13]=1)[CH2:9][CH2:10][CH3:11].[C:19](OC(=O)C)(=[O:21])[CH3:20], predict the reaction product. The product is: [C:19]([NH:16][C:15]1[CH:14]=[CH:13][C:12]([CH2:8][CH2:9][CH2:10][CH3:11])=[CH:18][CH:17]=1)(=[O:21])[CH3:20].